From a dataset of Reaction yield outcomes from USPTO patents with 853,638 reactions. Predict the reaction yield, written as a fraction of the theoretical maximum amount of product (1.0 means a 100% yield; for example, 0.34 means a 34% yield). (1) The catalyst is ClCCl.CN(C)C1C=CN=CC=1.Cl. The yield is 0.300. The reactants are [OH:1][C:2]1[CH:11]=[CH:10][C:9]2[C:4](=[CH:5][CH:6]=[C:7]([O:12][CH3:13])[CH:8]=2)[C:3]=1[CH:14]=[O:15].N1C=CC=CC=1.[F:22][C:23]([F:36])([F:35])[S:24](O[S:24]([C:23]([F:36])([F:35])[F:22])(=[O:26])=[O:25])(=[O:26])=[O:25]. The product is [CH:14]([C:3]1[C:4]2[C:9](=[CH:8][C:7]([O:12][CH3:13])=[CH:6][CH:5]=2)[CH:10]=[CH:11][C:2]=1[O:1][S:24]([C:23]([F:36])([F:35])[F:22])(=[O:26])=[O:25])=[O:15]. (2) The reactants are [NH2:1][C:2]1[S:3][C:4]2[CH2:10][CH2:9][CH2:8][CH2:7][C:5]=2[N:6]=1.[Br:11][CH2:12][CH:13]1[CH2:15][CH2:14]1. The catalyst is C(O)C. The product is [BrH:11].[CH:13]1([CH2:12][N:6]2[C:5]3[CH2:7][CH2:8][CH2:9][CH2:10][C:4]=3[S:3][C:2]2=[NH:1])[CH2:15][CH2:14]1. The yield is 0.610. (3) The reactants are [CH3:1][C:2]1[N:7]=[C:6]([O:8][CH2:9][C:10]2[CH:19]=[CH:18][C:13]([C:14]([O:16]C)=[O:15])=[CH:12][CH:11]=2)[CH:5]=[CH:4][CH:3]=1.[Li+].[OH-]. The catalyst is C1COCC1.O.CO. The product is [CH3:1][C:2]1[N:7]=[C:6]([O:8][CH2:9][C:10]2[CH:19]=[CH:18][C:13]([C:14]([OH:16])=[O:15])=[CH:12][CH:11]=2)[CH:5]=[CH:4][CH:3]=1. The yield is 0.364. (4) The reactants are [CH3:1][O:2][C:3]1[CH:12]=[CH:11][C:10]2[C:5](=[CH:6][C:7]([C:13]([O:15]CC)=[O:14])=[CH:8][CH:9]=2)[N:4]=1.[OH-].[Li+]. The product is [CH3:1][O:2][C:3]1[CH:12]=[CH:11][C:10]2[C:5](=[CH:6][C:7]([C:13]([OH:15])=[O:14])=[CH:8][CH:9]=2)[N:4]=1. The yield is 0.960. The catalyst is O1CCCC1. (5) The reactants are [C:1]([C:3]1[CH:8]=[CH:7][C:6]([C:9]2[N:10]=[C:11]([C@@H:14]([NH:22][C:23](=[O:30])[C:24]3[CH:29]=[CH:28][CH:27]=[CH:26][CH:25]=3)[CH2:15][C:16]3[CH:21]=[CH:20][CH:19]=[CH:18][CH:17]=3)[NH:12][CH:13]=2)=[CH:5][CH:4]=1)#[N:2].C(=O)([O-])[O-].[K+].[K+].[CH2:37](I)[CH3:38]. The catalyst is CN(C=O)C.O. The product is [C:1]([C:3]1[CH:8]=[CH:7][C:6]([C:9]2[N:10]=[C:11]([C@@H:14]([NH:22][C:23](=[O:30])[C:24]3[CH:25]=[CH:26][CH:27]=[CH:28][CH:29]=3)[CH2:15][C:16]3[CH:21]=[CH:20][CH:19]=[CH:18][CH:17]=3)[N:12]([CH2:37][CH3:38])[CH:13]=2)=[CH:5][CH:4]=1)#[N:2]. The yield is 0.760. (6) The reactants are [NH3:1].CO.[CH2:4]([O:11][N:12]1[C:18](=[O:19])[N:17]2[CH2:20][C@H:13]1[CH2:14][CH2:15][C@H:16]2[C:21]1[O:25][N:24]=[C:23]([C:26]([O:28]CC)=O)[N:22]=1)[C:5]1[CH:10]=[CH:9][CH:8]=[CH:7][CH:6]=1. The catalyst is C(O)(C)C. The product is [CH2:4]([O:11][N:12]1[C:18](=[O:19])[N:17]2[CH2:20][C@H:13]1[CH2:14][CH2:15][C@H:16]2[C:21]1[O:25][N:24]=[C:23]([C:26]([NH2:1])=[O:28])[N:22]=1)[C:5]1[CH:10]=[CH:9][CH:8]=[CH:7][CH:6]=1. The yield is 0.400. (7) The reactants are [F:1][C:2]([F:16])([F:15])[C:3]1[CH:8]=[CH:7][C:6]([N:9]2[CH2:14][CH2:13][NH:12][CH2:11][CH2:10]2)=[CH:5][CH:4]=1.C(N(CC)CC)C.[Cl:24][CH2:25][C:26](Cl)=[O:27]. The catalyst is ClCCl. The product is [Cl:24][CH2:25][C:26]([N:12]1[CH2:13][CH2:14][N:9]([C:6]2[CH:5]=[CH:4][C:3]([C:2]([F:1])([F:15])[F:16])=[CH:8][CH:7]=2)[CH2:10][CH2:11]1)=[O:27]. The yield is 0.600.